Dataset: Reaction yield outcomes from USPTO patents with 853,638 reactions. Task: Predict the reaction yield, written as a fraction of the theoretical maximum amount of product (1.0 means a 100% yield; for example, 0.34 means a 34% yield). (1) The reactants are [CH2:1]([CH:4]1[CH2:9][CH2:8][CH:7]([C:10]([OH:12])=[O:11])[CH2:6][CH2:5]1)[C:2]#[CH:3].[CH2:13](Cl)Cl.CO.[Si](C=[N+]=[N-])(C)(C)C. The catalyst is C(O)(=O)C. The product is [CH2:1]([CH:4]1[CH2:9][CH2:8][CH:7]([C:10]([O:12][CH3:13])=[O:11])[CH2:6][CH2:5]1)[C:2]#[CH:3]. The yield is 0.800. (2) The reactants are [CH3:1][N:2]1[CH2:7][CH2:6][N:5]([C:8]2[CH:13]=[CH:12][C:11]([NH:14][C:15]3[N:16]=[C:17]([S:24][C:25]4[CH:26]=[C:27]([NH:31][C:32](=[O:38])OC(C)(C)C)[CH:28]=[CH:29][CH:30]=4)[C:18]4[S:23][CH:22]=[CH:21][C:19]=4[N:20]=3)=[CH:10][CH:9]=2)[CH2:4][CH2:3]1.Cl.[CH3:40][N:41]([CH3:48])[CH2:42]/[CH:43]=[CH:44]/C(O)=O.Cl.CN(C)CCCN=C=NCC. The catalyst is N1C=CC=CC=1.C(Cl)(Cl)Cl.CC(O)C. The product is [CH3:40][N:41]([CH3:48])[CH2:42]/[CH:43]=[CH:44]/[C:32]([NH:31][C:27]1[CH:28]=[CH:29][CH:30]=[C:25]([S:24][C:17]2[C:18]3[S:23][CH:22]=[CH:21][C:19]=3[N:20]=[C:15]([NH:14][C:11]3[CH:10]=[CH:9][C:8]([N:5]4[CH2:4][CH2:3][N:2]([CH3:1])[CH2:7][CH2:6]4)=[CH:13][CH:12]=3)[N:16]=2)[CH:26]=1)=[O:38]. The yield is 0.0400. (3) The reactants are [CH3:1][O:2][C:3]1[CH:4]=[C:5](/[CH:13]=[CH:14]/[C:15]2[CH:20]=[CH:19][CH:18]=[CH:17][CH:16]=2)[CH:6]=[C:7]([O:11][CH3:12])[C:8]=1[CH2:9][CH3:10].[CH3:21][O:22][C:23]1[CH:24]=[C:25](/[CH:32]=[CH:33]/[C:34]2[CH:39]=[CH:38][CH:37]=[CH:36][CH:35]=2)[CH:26]=[C:27]([O:30][CH3:31])[C:28]=1Br.C(I)C. The catalyst is C1COCC1.O. The product is [CH3:12][O:11][C:7]1[CH:6]=[C:5](/[CH:13]=[CH:14]/[C:15]2[CH:16]=[CH:17][CH:18]=[CH:19][CH:20]=2)[CH:4]=[C:3]([O:2][CH3:1])[C:8]=1[CH2:9][CH3:10].[CH3:31][O:30][C:27]1[CH:26]=[C:25](/[CH:32]=[CH:33]/[C:34]2[CH:39]=[CH:38][CH:37]=[CH:36][CH:35]=2)[CH:24]=[C:23]([O:22][CH3:21])[CH:28]=1. The yield is 0.700. (4) The reactants are C([O:3][C:4](=[O:34])[CH2:5][CH:6]1[S:10][C:9]([C:11]2[NH:12][C:13]3[C:18]([CH:19]=2)=[CH:17][C:16]([O:20][C:21]([F:24])([F:23])[F:22])=[CH:15][C:14]=3[NH:25][S:26]([C:29]2[S:30][CH:31]=[CH:32][CH:33]=2)(=[O:28])=[O:27])=[N:8][CH2:7]1)C.[OH-].[Na+].O1CCCC1.C(O)(=O)CC(CC(O)=O)(C(O)=O)O. The catalyst is C(O)C. The product is [S:30]1[CH:31]=[CH:32][CH:33]=[C:29]1[S:26]([NH:25][C:14]1[CH:15]=[C:16]([O:20][C:21]([F:22])([F:24])[F:23])[CH:17]=[C:18]2[C:13]=1[NH:12][C:11]([C:9]1[S:10][CH:6]([CH2:5][C:4]([OH:34])=[O:3])[CH2:7][N:8]=1)=[CH:19]2)(=[O:27])=[O:28]. The yield is 0.640. (5) The reactants are Cl[C:2]1[S:3][C:4]2[C:10]([Cl:11])=[CH:9][CH:8]=[CH:7][C:5]=2[N:6]=1.[F:12][C:13]([F:24])([F:23])[C:14]1[CH:15]=[C:16](B(O)O)[CH:17]=[CH:18][CH:19]=1.C(=O)([O-])[O-:26].[Cs+].[Cs+].O. The catalyst is C1(C)C=CC=CC=1.C1C=CC(/C=C/C(/C=C/C2C=CC=CC=2)=O)=CC=1.C1C=CC(/C=C/C(/C=C/C2C=CC=CC=2)=O)=CC=1.C1C=CC(/C=C/C(/C=C/C2C=CC=CC=2)=O)=CC=1.[Pd].[Pd].C1(P(C2CCCCC2)C2C=CC=CC=2C2C(C(C)C)=CC(C(C)C)=CC=2C(C)C)CCCCC1. The product is [Cl:11][C:10]1[C:4]2[S:3][C:2]([O:26][C:16]3[CH:17]=[CH:18][CH:19]=[C:14]([C:13]([F:24])([F:23])[F:12])[CH:15]=3)=[N:6][C:5]=2[CH:7]=[CH:8][CH:9]=1. The yield is 0.940. (6) The yield is 0.900. The reactants are [F:1][C:2]1[CH:26]=[CH:25][C:5]([CH2:6][CH:7]2[CH2:12][CH2:11][N:10]([CH2:13][C:14]([NH:16][C:17]3[CH:22]=[CH:21][C:20]([Cl:23])=[C:19]([Cl:24])[CH:18]=3)=O)[CH2:9][CH2:8]2)=[CH:4][CH:3]=1.CSC.B.CO.Cl. The catalyst is C1COCC1.C(OCC)C. The product is [Cl:24][C:19]1[CH:18]=[C:17]([CH:22]=[CH:21][C:20]=1[Cl:23])[NH:16][CH2:14][CH2:13][N:10]1[CH2:11][CH2:12][CH:7]([CH2:6][C:5]2[CH:4]=[CH:3][C:2]([F:1])=[CH:26][CH:25]=2)[CH2:8][CH2:9]1. (7) The reactants are [C:1]([NH:9][C:10]([NH:12][C:13]1[CH:14]=[C:15]([C:19]([OH:21])=[O:20])[CH:16]=[N:17][CH:18]=1)=[S:11])(=[O:8])[C:2]1[CH:7]=[CH:6][CH:5]=[CH:4][CH:3]=1.[CH3:22][O-].[Na+].CI. The catalyst is CO. The product is [C:1]([NH:9][C:10](=[N:12][C:13]1[CH:14]=[C:15]([C:19]([OH:21])=[O:20])[CH:16]=[N:17][CH:18]=1)[S:11][CH3:22])(=[O:8])[C:2]1[CH:7]=[CH:6][CH:5]=[CH:4][CH:3]=1. The yield is 0.370. (8) The reactants are [F:1][C:2]1[CH:20]=[CH:19][C:5]([CH2:6][C:7]2[S:8][C:9]3[N:10]=[C:11]([NH2:18])[N:12]=[C:13]([S:16][CH3:17])[C:14]=3[N:15]=2)=[CH:4][CH:3]=1.[OH-].[Na+].I[CH3:24].O. The catalyst is CS(C)=O. The product is [F:1][C:2]1[CH:20]=[CH:19][C:5]([CH:6]([C:7]2[S:8][C:9]3[N:10]=[C:11]([NH2:18])[N:12]=[C:13]([S:16][CH3:17])[C:14]=3[N:15]=2)[CH3:24])=[CH:4][CH:3]=1. The yield is 0.690.